Dataset: Retrosynthesis with 50K atom-mapped reactions and 10 reaction types from USPTO. Task: Predict the reactants needed to synthesize the given product. Given the product COCCCn1c(SC)nc(-c2ccc(F)cc2)c1-c1ccnc(N)c1, predict the reactants needed to synthesize it. The reactants are: COCCCn1c(SC)nc(-c2ccc(F)cc2)c1-c1ccnc(NC(C)=O)c1.